Dataset: Reaction yield outcomes from USPTO patents with 853,638 reactions. Task: Predict the reaction yield, written as a fraction of the theoretical maximum amount of product (1.0 means a 100% yield; for example, 0.34 means a 34% yield). (1) The reactants are N[C:2]1[CH:3]=[CH:4][C:5]([Cl:8])=[N:6][CH:7]=1.N([O-])=O.[Na+].[S:13](=[O:15])=[O:14].[ClH:16]. No catalyst specified. The product is [Cl:8][C:5]1[N:6]=[CH:7][C:2]([S:13]([Cl:16])(=[O:15])=[O:14])=[CH:3][CH:4]=1. The yield is 0.580. (2) The reactants are [Br:1][C:2]1[CH:7]=[C:6]([CH:8]2[CH2:12][CH2:11][CH2:10][O:9]2)[C:5]([NH:13]C(=O)C(F)(F)F)=[C:4]([N+:20]([O-:22])=[O:21])[CH:3]=1.[OH-].[Na+]. The catalyst is O1CCOCC1.CC(OC)(C)C. The product is [Br:1][C:2]1[CH:7]=[C:6]([CH:8]2[CH2:12][CH2:11][CH2:10][O:9]2)[C:5]([NH2:13])=[C:4]([N+:20]([O-:22])=[O:21])[CH:3]=1. The yield is 0.930. (3) The product is [Si:1]([O:8][CH2:9][C:10]1[CH:11]=[C:12]([CH:15]=[CH:16][N:17]=1)[C:13](=[NH:14])[NH:19][OH:20])([C:4]([CH3:7])([CH3:6])[CH3:5])([CH3:3])[CH3:2]. The reactants are [Si:1]([O:8][CH2:9][C:10]1[CH:11]=[C:12]([CH:15]=[CH:16][N:17]=1)[C:13]#[N:14])([C:4]([CH3:7])([CH3:6])[CH3:5])([CH3:3])[CH3:2].Cl.[NH2:19][OH:20].C([O-])([O-])=O.[Na+].[Na+]. The yield is 1.00. The catalyst is CCO. (4) The reactants are [F:1][C:2]([F:18])([F:17])[C:3]1[O:7][N:6]=[C:5]([C:8]2[S:12][C:11]([C:13]([OH:15])=O)=[CH:10][CH:9]=2)[C:4]=1[CH3:16].[ClH:19].Cl.Cl.[CH3:22][N:23]1[CH2:28][CH2:27][N:26]([CH:29]2[CH2:34][CH2:33][CH2:32][NH:31][CH2:30]2)[CH2:25][CH2:24]1.N1CCCCC1. The catalyst is C(N(CC)CC)C.C1COCC1. The product is [ClH:19].[CH3:22][N:23]1[CH2:28][CH2:27][N:26]([CH:29]2[CH2:34][CH2:33][CH2:32][N:31]([C:13]([C:11]3[S:12][C:8]([C:5]4[C:4]([CH3:16])=[C:3]([C:2]([F:1])([F:18])[F:17])[O:7][N:6]=4)=[CH:9][CH:10]=3)=[O:15])[CH2:30]2)[CH2:25][CH2:24]1. The yield is 0.530. (5) The reactants are C([N-]C(C)C)(C)C.[Li+].Cl.[CH2:10]1[CH2:15][CH2:14][CH2:13][CH2:12][CH2:11]1.[CH2:16]([C:18]1[CH:23]=[CH:22][CH:21]=[CH:20][CH:19]=1)C.C1C[O:27]CC1. The catalyst is C1COCC1. The product is [C:10]1([CH:16]([C:18]2[CH:23]=[CH:22][CH:21]=[CH:20][CH:19]=2)[OH:27])[CH:15]=[CH:14][CH:13]=[CH:12][CH:11]=1. The yield is 0.830. (6) The reactants are CN(C)C=O.[H-].[Na+].[Cl:8][C:9]1[CH:14]=[C:13]([O:15][C:16]2[C:25]3[C:20](=[CH:21][C:22]([O:28][CH3:29])=[C:23]([O:26][CH3:27])[CH:24]=3)[N:19]=[CH:18][N:17]=2)[CH:12]=[CH:11][C:10]=1[NH:30][C:31](=[O:42])[O:32][CH2:33][C:34]1[CH:39]=[CH:38][CH:37]=[CH:36][C:35]=1[O:40][CH3:41].[CH2:43](I)[CH3:44]. The catalyst is O. The product is [Cl:8][C:9]1[CH:14]=[C:13]([O:15][C:16]2[C:25]3[C:20](=[CH:21][C:22]([O:28][CH3:29])=[C:23]([O:26][CH3:27])[CH:24]=3)[N:19]=[CH:18][N:17]=2)[CH:12]=[CH:11][C:10]=1[N:30]([CH2:43][CH3:44])[C:31](=[O:42])[O:32][CH2:33][C:34]1[CH:39]=[CH:38][CH:37]=[CH:36][C:35]=1[O:40][CH3:41]. The yield is 0.930.